The task is: Predict the reactants needed to synthesize the given product.. This data is from Full USPTO retrosynthesis dataset with 1.9M reactions from patents (1976-2016). (1) The reactants are: COC([C:5]1[CH2:10][C:9]([C:18]#[N:19])([C:11]2[CH:12]=[N:13][C:14]([F:17])=[CH:15][CH:16]=2)[CH2:8][CH2:7][C:6]=1[OH:20])=O.[Na+].[Cl-].O. Given the product [F:17][C:14]1[N:13]=[CH:12][C:11]([C:9]2([C:18]#[N:19])[CH2:8][CH2:7][C:6](=[O:20])[CH2:5][CH2:10]2)=[CH:16][CH:15]=1, predict the reactants needed to synthesize it. (2) The reactants are: Cl.[CH3:2][O:3][C:4](=[O:29])[C@H:5]([CH2:7][C:8]1[CH:13]=[CH:12][C:11]([C:14]2[C:15](=[O:28])[N:16]([CH2:21][C:22]3[CH:27]=[CH:26][CH:25]=[CH:24][CH:23]=3)[CH:17]=[C:18]([Cl:20])[CH:19]=2)=[CH:10][CH:9]=1)[NH2:6].[Cl:30][C:31]1[CH:39]=[CH:38][CH:37]=[C:36]([CH3:40])[C:32]=1[C:33](O)=[O:34].CCN(C(C)C)C(C)C.CN(C(ON1N=NC2C=CC=CC1=2)=[N+](C)C)C.F[P-](F)(F)(F)(F)F. Given the product [CH3:2][O:3][C:4](=[O:29])[C@H:5]([CH2:7][C:8]1[CH:9]=[CH:10][C:11]([C:14]2[C:15](=[O:28])[N:16]([CH2:21][C:22]3[CH:27]=[CH:26][CH:25]=[CH:24][CH:23]=3)[CH:17]=[C:18]([Cl:20])[CH:19]=2)=[CH:12][CH:13]=1)[NH:6][C:33]([C:32]1[C:36]([CH3:40])=[CH:37][CH:38]=[CH:39][C:31]=1[Cl:30])=[O:34], predict the reactants needed to synthesize it. (3) Given the product [Br:17][C:18]1[CH:23]=[CH:22][CH:21]=[CH:20][C:19]=1[CH2:24][C:25]1[NH:16][C:14](=[O:15])[C:3]2[CH:4]=[N:5][N:6]([C:7]3[CH:12]=[CH:11][CH:10]=[CH:9][C:8]=3[CH3:13])[C:2]=2[N:1]=1, predict the reactants needed to synthesize it. The reactants are: [NH2:1][C:2]1[N:6]([C:7]2[CH:12]=[CH:11][CH:10]=[CH:9][C:8]=2[CH3:13])[N:5]=[CH:4][C:3]=1[C:14]([NH2:16])=[O:15].[Br:17][C:18]1[CH:23]=[CH:22][CH:21]=[CH:20][C:19]=1[CH2:24][C:25](OC)=O.[O-]CC.[Na+].O. (4) Given the product [CH3:47][C:48](=[CH:50][CH2:51][CH2:52][C@H:53]([CH2:55][CH2:56][OH:57])[CH3:54])[CH3:49], predict the reactants needed to synthesize it. The reactants are: C1C=CC(P(C2C=CC3C(=CC=CC=3)C=2C2C3C(=CC=CC=3)C=CC=2P(C2C=CC=CC=2)C2C=CC=CC=2)C2C=CC=CC=2)=CC=1.[CH3:47][C:48](=[CH:50][CH2:51][CH2:52]/[C:53](=[CH:55]/[CH2:56][OH:57])/[CH3:54])[CH3:49].[H][H]. (5) Given the product [CH2:24]([N:31]([CH2:32][CH3:33])[C:21](=[O:22])[CH2:20][N:9]([C:6]1[CH:7]=[N:8][C:3]([O:2][CH3:1])=[CH:4][CH:5]=1)[S:10]([C:13]1[C:18]([CH3:19])=[CH:17][CH:16]=[CH:15][N:14]=1)(=[O:11])=[O:12])[C:25]1[CH:30]=[CH:29][CH:28]=[CH:27][CH:26]=1, predict the reactants needed to synthesize it. The reactants are: [CH3:1][O:2][C:3]1[N:8]=[CH:7][C:6]([N:9]([CH2:20][C:21](O)=[O:22])[S:10]([C:13]2[C:18]([CH3:19])=[CH:17][CH:16]=[CH:15][N:14]=2)(=[O:12])=[O:11])=[CH:5][CH:4]=1.[CH2:24]([NH:31][CH2:32][CH3:33])[C:25]1[CH:30]=[CH:29][CH:28]=[CH:27][CH:26]=1. (6) Given the product [NH:1]1[C:9]2[C:4](=[CH:5][CH:6]=[CH:7][CH:8]=2)[C:3](/[CH:10]=[C:11]2\[O:12][C:13]3[C:20](/[CH:21]=[CH:22]\[CH2:23][CH2:24][CH:25]4[CH2:26][CH2:27][NH:28][CH2:29][CH2:30]4)=[C:19]([O:38][CH3:39])[CH:18]=[CH:17][C:14]=3[C:15]\2=[O:16])=[N:2]1, predict the reactants needed to synthesize it. The reactants are: [NH:1]1[C:9]2[C:4](=[CH:5][CH:6]=[CH:7][CH:8]=2)[C:3](/[CH:10]=[C:11]2\[O:12][C:13]3[C:20](/[CH:21]=[CH:22]\[CH2:23][CH2:24][CH:25]4[CH2:30][CH2:29][N:28](C(OC(C)(C)C)=O)[CH2:27][CH2:26]4)=[C:19]([O:38][CH3:39])[CH:18]=[CH:17][C:14]=3[C:15]\2=[O:16])=[N:2]1.Cl. (7) Given the product [Cl:3][CH2:6][C:7]1[O:15][C:14]2[C:9](=[N:10][CH:11]=[CH:12][C:13]=2[C:16]2[CH:17]=[C:18]([CH:24]=[CH:25][CH:26]=2)[C:19]([O:21][CH2:22][CH3:23])=[O:20])[CH:8]=1, predict the reactants needed to synthesize it. The reactants are: S(Cl)([Cl:3])=O.O[CH2:6][C:7]1[O:15][C:14]2[C:9](=[N:10][CH:11]=[CH:12][C:13]=2[C:16]2[CH:17]=[C:18]([CH:24]=[CH:25][CH:26]=2)[C:19]([O:21][CH2:22][CH3:23])=[O:20])[CH:8]=1. (8) Given the product [CH3:1][O:2][C:3]1[CH:4]=[CH:5][C:6]([CH:9]2[CH2:14][CH2:13][O:12][CH2:11][CH2:10]2)=[CH:7][CH:8]=1, predict the reactants needed to synthesize it. The reactants are: [CH3:1][O:2][C:3]1[CH:8]=[CH:7][C:6]([C:9]2(O)[CH2:14][CH2:13][O:12][CH2:11][CH2:10]2)=[CH:5][CH:4]=1.Cl. (9) Given the product [C:23]([O:22][C:20]([N:27]1[CH2:32][CH2:31][CH:30]([NH:18][C:15]2[CH:16]=[CH:17][C:12]([CH:10]([OH:11])[C:7]3[CH:6]=[CH:5][C:4]([C:3]([O:2][CH3:1])=[O:19])=[CH:9][CH:8]=3)=[CH:13][CH:14]=2)[CH2:29][CH2:28]1)=[O:21])([CH3:26])([CH3:24])[CH3:25], predict the reactants needed to synthesize it. The reactants are: [CH3:1][O:2][C:3](=[O:19])[C:4]1[CH:9]=[CH:8][C:7]([CH:10]([C:12]2[CH:17]=[CH:16][C:15]([NH2:18])=[CH:14][CH:13]=2)[OH:11])=[CH:6][CH:5]=1.[C:20]([N:27]1[CH2:32][CH2:31][C:30](=O)[CH2:29][CH2:28]1)([O:22][C:23]([CH3:26])([CH3:25])[CH3:24])=[O:21]. (10) Given the product [CH3:8][CH:9]1[CH:14]([CH3:15])[CH2:13][CH2:12][CH2:11][CH:10]1[O:16][C:6](=[O:7])[NH:5][CH:1]([CH2:3][CH3:4])[CH3:2], predict the reactants needed to synthesize it. The reactants are: [CH:1]([N:5]=[C:6]=[O:7])([CH2:3][CH3:4])[CH3:2].[CH3:8][CH:9]1[CH:14]([CH3:15])[CH2:13][CH2:12][CH2:11][CH:10]1[OH:16].